This data is from Forward reaction prediction with 1.9M reactions from USPTO patents (1976-2016). The task is: Predict the product of the given reaction. (1) Given the reactants [CH:1]1([CH2:4][N:5]2[CH2:13][C:12]3[C:7](=[C:8]([CH3:21])[CH:9]=[C:10]([CH2:14][CH:15]4[CH2:20][CH2:19][NH:18][CH2:17][CH2:16]4)[CH:11]=3)[C:6]2=[O:22])[CH2:3][CH2:2]1.[F:23][C:24]1[CH:25]=[C:26]([CH:29]=[CH:30][CH:31]=1)[CH:27]=O.C([BH3-])#N.[Na+].C(=O)(O)[O-].[Na+], predict the reaction product. The product is: [CH:1]1([CH2:4][N:5]2[CH2:13][C:12]3[C:7](=[C:8]([CH3:21])[CH:9]=[C:10]([CH2:14][CH:15]4[CH2:20][CH2:19][N:18]([CH2:27][C:26]5[CH:29]=[CH:30][CH:31]=[C:24]([F:23])[CH:25]=5)[CH2:17][CH2:16]4)[CH:11]=3)[C:6]2=[O:22])[CH2:2][CH2:3]1. (2) Given the reactants [C:1]([C:3]1[NH:20][C:6]2[CH:7]([C:14]([O:16][CH:17]([CH3:19])[CH3:18])=[O:15])[CH2:8][NH:9][CH2:10][C:11]([CH3:13])([CH3:12])[C:5]=2[CH:4]=1)#[N:2].[C:21]([C:23]1[CH:31]=[CH:30][C:26]([C:27](Cl)=[O:28])=[CH:25][CH:24]=1)#[N:22], predict the reaction product. The product is: [C:1]([C:3]1[NH:20][C:6]2[CH:7]([C:14]([O:16][CH:17]([CH3:18])[CH3:19])=[O:15])[CH2:8][N:9]([C:27](=[O:28])[C:26]3[CH:30]=[CH:31][C:23]([C:21]#[N:22])=[CH:24][CH:25]=3)[CH2:10][C:11]([CH3:13])([CH3:12])[C:5]=2[CH:4]=1)#[N:2]. (3) Given the reactants [CH2:1]([OH:133])[C@H:2]1[O:7][C@H:6]([O:8][CH2:9][C@H:10]2[O:15][C@H:14]([O:16][C@@H:17]3[C@@H:22]([OH:23])[C@@H:21]([O:24][CH2:25][C@H:26]4[O:31][C@H:30]([O:32][CH2:33][C@H:34]5[O:39][C@H:38]([O:40][CH2:41][C@H:42]6[O:47][C@H:46]([OH:48])[C@H:45]([OH:49])[C@@H:44]([OH:50])[C@@H:43]6[OH:51])[C@H:37]([OH:52])[C@@H:36]([O:53][C@H:54]6[O:59][C@H:58]([CH2:60][O:61][C@H:62]7[O:67][C@H:66]([CH2:68][OH:69])[C@@H:65]([OH:70])[C@H:64]([O:71][C@H:72]8[O:77][C@H:76]([CH2:78][O:79][C@H:80]9[O:85][C@H:84]([CH2:86][OH:87])[C@@H:83]([OH:88])[C@H:82]([O:89][C@H:90]%10[O:95][C@H:94]([CH2:96][O:97][C@H:98]%11[O:103][C@H:102]([CH2:104][OH:105])[C@@H:101]([OH:106])[C@H:100]([OH:107])[C@H:99]%11[OH:108])[C@@H:93]([OH:109])[C@H:92]([OH:110])[C@H:91]%10[OH:111])[C@H:81]9[OH:112])[C@@H:75]([OH:113])[C@H:74]([OH:114])[C@H:73]8[OH:115])[C@H:63]7[OH:116])[C@@H:57]([OH:117])[C@H:56]([OH:118])[C@H:55]6[OH:119])[C@@H:35]5[OH:120])[C@H:29]([OH:121])[C@@H:28]([OH:122])[C@@H:27]4[OH:123])[O:20][C@H:19]([CH2:124][OH:125])[C@H:18]3[OH:126])[C@H:13]([OH:127])[C@@H:12]([OH:128])[C@@H:11]2[OH:129])[C@H:5]([OH:130])[C@@H:4]([OH:131])[C@@H:3]1[OH:132].[CH:134]([CH:142]1[CH2:147][C:146](=[O:148])[O:145][C:143]1=[O:144])=[CH:135][CH2:136][CH2:137][CH2:138][CH2:139][CH2:140][CH3:141], predict the reaction product. The product is: [CH2:1]([OH:133])[C@H:2]1[O:7][C@H:6]([O:8][CH2:9][C@H:10]2[O:15][C@H:14]([O:16][C@@H:17]3[C@@H:22]([OH:23])[C@@H:21]([O:24][CH2:25][C@H:26]4[O:31][C@H:30]([O:32][CH2:33][C@H:34]5[O:39][C@H:38]([O:40][CH2:41][C@H:42]6[O:47][C@H:46]([OH:48])[C@H:45]([OH:49])[C@@H:44]([OH:50])[C@@H:43]6[OH:51])[C@H:37]([OH:52])[C@@H:36]([O:53][C@H:54]6[O:59][C@H:58]([CH2:60][O:61][C@H:62]7[O:67][C@H:66]([CH2:68][OH:69])[C@@H:65]([OH:70])[C@H:64]([O:71][C@H:72]8[O:77][C@H:76]([CH2:78][O:79][C@H:80]9[O:85][C@H:84]([CH2:86][OH:87])[C@@H:83]([OH:88])[C@H:82]([O:89][C@H:90]%10[O:95][C@H:94]([CH2:96][O:97][C@H:98]%11[O:103][C@H:102]([CH2:104][OH:105])[C@@H:101]([OH:106])[C@H:100]([OH:107])[C@H:99]%11[OH:108])[C@@H:93]([OH:109])[C@H:92]([OH:110])[C@H:91]%10[OH:111])[C@H:81]9[OH:112])[C@@H:75]([OH:113])[C@H:74]([OH:114])[C@H:73]8[OH:115])[C@H:63]7[OH:116])[C@@H:57]([OH:117])[C@H:56]([OH:118])[C@H:55]6[OH:119])[C@@H:35]5[OH:120])[C@H:29]([OH:121])[C@@H:28]([OH:122])[C@@H:27]4[OH:123])[O:20][C@H:19]([CH2:124][OH:125])[C@H:18]3[OH:126])[C@H:13]([OH:127])[C@@H:12]([OH:128])[C@@H:11]2[OH:129])[C@H:5]([OH:130])[C@@H:4]([OH:131])[C@@H:3]1[OH:132].[CH:134]([CH:142]1[CH2:147][C:146](=[O:148])[O:145][C:143]1=[O:144])=[CH:135][CH2:136][CH2:137][CH2:138][CH2:139][CH2:140][CH3:141]. (4) Given the reactants [C:1]([O:4][C@H:5]([CH3:31])[CH2:6][CH2:7][CH2:8][CH2:9][N:10]1[C:19](=[O:20])[C:18]2[NH:17][C:16]([CH2:21][O:22]CC3C=CC=CC=3)=[N:15][C:14]=2[N:13]([CH3:30])[C:11]1=[O:12])(=[O:3])[CH3:2].[H][H], predict the reaction product. The product is: [C:1]([O:4][C@H:5]([CH3:31])[CH2:6][CH2:7][CH2:8][CH2:9][N:10]1[C:19](=[O:20])[C:18]2[NH:17][C:16]([CH2:21][OH:22])=[N:15][C:14]=2[N:13]([CH3:30])[C:11]1=[O:12])(=[O:3])[CH3:2]. (5) Given the reactants [C:1]([O:5][C:6]([N:8]1[CH2:14][CH2:13][CH2:12][N:11]([C:15]([C:17]2[CH:18]=[C:19]3[C:23](=[CH:24][CH:25]=2)[N:22]([CH:26]([CH3:28])[CH3:27])[C:21]([C:29](O)=[O:30])=[CH:20]3)=[O:16])[CH2:10][CH2:9]1)=[O:7])([CH3:4])([CH3:3])[CH3:2].Cl.[F:33][C:34]1([F:40])[CH2:39][CH2:38][NH:37][CH2:36][CH2:35]1.Cl.C(N=C=NCCCN(C)C)C, predict the reaction product. The product is: [C:1]([O:5][C:6]([N:8]1[CH2:14][CH2:13][CH2:12][N:11]([C:15]([C:17]2[CH:18]=[C:19]3[C:23](=[CH:24][CH:25]=2)[N:22]([CH:26]([CH3:28])[CH3:27])[C:21]([C:29]([N:37]2[CH2:38][CH2:39][C:34]([F:40])([F:33])[CH2:35][CH2:36]2)=[O:30])=[CH:20]3)=[O:16])[CH2:10][CH2:9]1)=[O:7])([CH3:3])([CH3:4])[CH3:2]. (6) Given the reactants [O:1]=[C:2]1[C:7]2[CH:8]=[CH:9][CH:10]=[CH:11][C:6]=2[S:5][C:4]([C:12]2[N:17]=[C:16]([CH2:18][CH2:19][C:20]([NH:22][CH2:23][C:24]([O:26]C(C)(C)C)=[O:25])=[O:21])[CH:15]=[CH:14][CH:13]=2)=[N:3]1.C(OC(C)C)(C)C, predict the reaction product. The product is: [O:1]=[C:2]1[C:7]2[CH:8]=[CH:9][CH:10]=[CH:11][C:6]=2[S:5][C:4]([C:12]2[N:17]=[C:16]([CH2:18][CH2:19][C:20]([NH:22][CH2:23][C:24]([OH:26])=[O:25])=[O:21])[CH:15]=[CH:14][CH:13]=2)=[N:3]1. (7) Given the reactants [Br:1][C:2]1[C:3]([N+:19]([O-])=O)=[CH:4][C:5]2[O:9][C:8]([CH:10]3[CH2:12][CH2:11]3)=[C:7]([C:13]([O:15][CH2:16][CH3:17])=[O:14])[C:6]=2[CH:18]=1.[NH4+].[Cl-], predict the reaction product. The product is: [NH2:19][C:3]1[C:2]([Br:1])=[CH:18][C:6]2[C:7]([C:13]([O:15][CH2:16][CH3:17])=[O:14])=[C:8]([CH:10]3[CH2:12][CH2:11]3)[O:9][C:5]=2[CH:4]=1. (8) Given the reactants [Br:1][C:2]1[CH:3]=[CH:4][C:5]([CH3:13])=[C:6]2[C:10]=1[C:9](=[O:11])[CH:8]([CH3:12])[CH2:7]2.[BH4-].[Na+].Cl.[OH-].[K+].[CH3:19]I, predict the reaction product. The product is: [Br:1][C:2]1[CH:3]=[CH:4][C:5]([CH3:13])=[C:6]2[C:10]=1[CH:9]([O:11][CH3:19])[CH:8]([CH3:12])[CH2:7]2. (9) The product is: [CH2:17]([O:19][C:20](=[O:32])[C:21]1[CH:22]=[C:23]([CH3:31])[N:24]=[C:25]([CH2:27][CH:28]([CH3:30])[CH3:29])[CH:26]=1)[CH3:18]. Given the reactants C(OC(=O)C1C=C(C)C(CC(C)C)=NC=1)C.[CH2:17]([O:19][C:20](=[O:32])[C:21]1[CH:26]=[C:25]([CH:27]=[C:28]([CH3:30])[CH3:29])[N:24]=[C:23]([CH3:31])[CH:22]=1)[CH3:18], predict the reaction product.